This data is from Catalyst prediction with 721,799 reactions and 888 catalyst types from USPTO. The task is: Predict which catalyst facilitates the given reaction. (1) Reactant: [OH:1][C:2]1[CH:12]=[CH:11][C:5]([CH:6]=[CH:7][C:8]([OH:10])=[O:9])=[CH:4][CH:3]=1.[CH2:13](O)[CH2:14][CH2:15][CH2:16][CH2:17][CH2:18][CH2:19][CH2:20][CH2:21][CH2:22][CH2:23][CH2:24][CH2:25][CH2:26][CH2:27][CH3:28].C1(C)C=CC(S(O)(=O)=O)=CC=1.C1(C)C=CC=CC=1. Product: [CH2:28]([O:9][C:8](=[O:10])[CH:7]=[CH:6][C:5]1[CH:4]=[CH:3][C:2]([OH:1])=[CH:12][CH:11]=1)[CH2:27][CH2:26][CH2:25][CH2:24][CH2:23][CH2:22][CH2:21][CH2:20][CH2:19][CH2:18][CH2:17][CH2:16][CH2:15][CH2:14][CH3:13]. The catalyst class is: 6. (2) Reactant: [Br:1][C:2]1[C:3]([CH3:18])=[C:4]([NH:11]C(=O)C(F)(F)F)[C:5]([N+:8]([O-:10])=[O:9])=[CH:6][CH:7]=1.C(=O)([O-])[O-].[K+].[K+].O. Product: [Br:1][C:2]1[C:3]([CH3:18])=[C:4]([C:5]([N+:8]([O-:10])=[O:9])=[CH:6][CH:7]=1)[NH2:11]. The catalyst class is: 240. (3) Reactant: [CH3:1][O:2][C:3]([C:5]1[S:6][C:7]([NH2:20])=[C:8]([S:10]([C:13]2[CH:18]=[CH:17][CH:16]=[C:15](Br)[CH:14]=2)(=[O:12])=[O:11])[CH:9]=1)=[O:4].[C:21]1([CH3:36])[CH:26]=[CH:25][CH:24]=[CH:23][C:22]=1C1C=CC=CC=1B(O)O.C([O-])([O-])=O.[Na+].[Na+].C(O)C. Product: [CH3:1][O:2][C:3]([C:5]1[S:6][C:7]([NH2:20])=[C:8]([S:10]([C:13]2[CH:14]=[C:15]([C:22]3[CH:23]=[CH:24][CH:25]=[CH:26][C:21]=3[CH3:36])[CH:16]=[CH:17][CH:18]=2)(=[O:12])=[O:11])[CH:9]=1)=[O:4]. The catalyst class is: 206. (4) Reactant: [F:1][C:2]1[CH:3]=[CH:4][C:5]2[O:9][CH:8]=[C:7]([CH3:10])[C:6]=2[CH:11]=1.[C:12](Cl)(=[O:16])[CH:13]([CH3:15])[CH3:14].[Cl-].[Al+3].[Cl-].[Cl-].O. Product: [F:1][C:2]1[CH:3]=[CH:4][C:5]2[O:9][C:8]([C:12](=[O:16])[CH:13]([CH3:15])[CH3:14])=[C:7]([CH3:10])[C:6]=2[CH:11]=1. The catalyst class is: 463. (5) Reactant: [CH3:1][CH:2]([OH:7])[CH:3]([OH:6])[CH2:4][CH3:5].C(N(CC)CC)C.[CH3:15][S:16](Cl)(=[O:18])=[O:17]. Product: [CH3:15][S:16]([O:7][CH:2]([CH:3]([O:6][S:16]([CH3:15])(=[O:18])=[O:17])[CH2:4][CH3:5])[CH3:1])(=[O:18])=[O:17]. The catalyst class is: 2. (6) Reactant: Br[C:2]1[C:3]([CH3:11])=[C:4]([CH:8]=[CH:9][CH:10]=1)[C:5]([NH2:7])=[O:6].CC1(C)C(C)(C)OB([C:20]2[CH:21]=[C:22]3[C:27](=[CH:28][CH:29]=2)[CH:26]=[C:25]([NH:30][C:31]([C:33]2[CH:37]=[CH:36][S:35][CH:34]=2)=[O:32])[CH:24]=[CH:23]3)O1.C([O-])([O-])=O.[K+].[K+].O1CCOCC1. Product: [C:5]([C:4]1[C:3]([CH3:11])=[C:2]([C:20]2[CH:21]=[C:22]3[C:27](=[CH:28][CH:29]=2)[CH:26]=[C:25]([NH:30][C:31]([C:33]2[CH:37]=[CH:36][S:35][CH:34]=2)=[O:32])[CH:24]=[CH:23]3)[CH:10]=[CH:9][CH:8]=1)(=[O:6])[NH2:7]. The catalyst class is: 386. (7) Product: [O:31]1[CH2:32][CH2:33][O:34][CH:30]1[CH:14]1[C:13](=[O:12])[CH2:18][CH2:17][N:16]([C:19]([O:21][C:22]([CH3:25])([CH3:24])[CH3:23])=[O:20])[CH2:15]1. Reactant: B(F)(F)F.CCOCC.C[Si](C)(C)[O:12][C:13]1[CH2:14][CH2:15][N:16]([C:19]([O:21][C:22]([CH3:25])([CH3:24])[CH3:23])=[O:20])[CH2:17][CH:18]=1.CO[CH:30]1[O:34][CH2:33][CH2:32][O:31]1. The catalyst class is: 2. (8) Reactant: [Cl:1][C:2]1[CH:7]=[CH:6][C:5](F)=[C:4]([N+:9]([O-:11])=[O:10])[CH:3]=1.[CH:12]([C:15]1[NH:16][CH:17]=[CH:18][N:19]=1)([CH3:14])[CH3:13].C(N(CC)C(C)C)(C)C.Cl. Product: [Cl:1][C:2]1[CH:7]=[CH:6][C:5]([N:16]2[CH:17]=[CH:18][N:19]=[C:15]2[CH:12]([CH3:14])[CH3:13])=[C:4]([N+:9]([O-:11])=[O:10])[CH:3]=1. The catalyst class is: 10. (9) Reactant: [C:1]([C:5]1[CH:14]=[CH:13][C:12]([NH:15][C:16]2[C:25]3[C:20](=[CH:21][C:22]([C:26]4[C:31]([C:32]([F:35])([F:34])[F:33])=[CH:30][CH:29]=[CH:28][N:27]=4)=[CH:23][CH:24]=3)[N:19]=[CH:18][N:17]=2)=[CH:11][C:6]=1[O:7][CH2:8][CH2:9]O)([CH3:4])([CH3:3])[CH3:2].C(N(CC)CC)C.CS(Cl)(=O)=O.C(=O)([O-])[O-].[K+].[K+].[CH3:54][O:55][C:56](=[O:62])[C@@H:57]1[CH2:61][CH2:60][CH2:59][NH:58]1. Product: [CH3:54][O:55][C:56]([CH:57]1[CH2:61][CH2:60][CH2:59][N:58]1[CH2:9][CH2:8][O:7][C:6]1[CH:11]=[C:12]([NH:15][C:16]2[C:25]3[C:20](=[CH:21][C:22]([C:26]4[C:31]([C:32]([F:35])([F:33])[F:34])=[CH:30][CH:29]=[CH:28][N:27]=4)=[CH:23][CH:24]=3)[N:19]=[CH:18][N:17]=2)[CH:13]=[CH:14][C:5]=1[C:1]([CH3:2])([CH3:4])[CH3:3])=[O:62]. The catalyst class is: 545.